This data is from Full USPTO retrosynthesis dataset with 1.9M reactions from patents (1976-2016). The task is: Predict the reactants needed to synthesize the given product. (1) Given the product [CH3:37][O:36][C:32]1[CH:33]=[C:34]([CH:35]=[CH:30][C:31]=1[NH:38][CH:18]1[CH2:24][CH:23]2[N:25]([CH3:26])[CH:20]([CH2:21][CH2:22]2)[CH2:19]1)[C:43]#[N:48].[C:1]([OH:7])([C:3]([F:6])([F:5])[F:4])=[O:2], predict the reactants needed to synthesize it. The reactants are: [C:1]([OH:7])([C:3]([F:6])([F:5])[F:4])=[O:2].COC(=O)C1C=CC(N[CH:18]2[CH2:24][CH:23]3[N:25]([CH3:26])[CH:20]([CH2:21][CH2:22]3)[CH2:19]2)=C(O)C=1.F[C:30]1[CH:35]=[CH:34][CH:33]=[C:32]([O:36][CH3:37])[C:31]=1[N+:38]([O-])=O.FC1C=CC=C[C:43]=1[N+:48]([O-])=O.C(=O)([O-])[O-].[Cs+].[Cs+].C(=O)([O-])[O-].[K+].[K+]. (2) Given the product [Br:33][C:2]1[N:7]=[C:6]([N:8]2[N:12]=[CH:11][CH:10]=[N:9]2)[C:5]([C:13]([N:15]2[C@H:20]([CH3:21])[CH2:19][CH2:18][C@@H:17]([O:22][C:23]3[C:28]([CH3:29])=[C:27]([C:30]#[N:31])[CH:26]=[CH:25][N:24]=3)[CH2:16]2)=[O:14])=[CH:4][CH:3]=1, predict the reactants needed to synthesize it. The reactants are: O[C:2]1[N:7]=[C:6]([N:8]2[N:12]=[CH:11][CH:10]=[N:9]2)[C:5]([C:13]([N:15]2[C@H:20]([CH3:21])[CH2:19][CH2:18][C@@H:17]([O:22][C:23]3[C:28]([CH3:29])=[C:27]([C:30]#[N:31])[CH:26]=[CH:25][N:24]=3)[CH2:16]2)=[O:14])=[CH:4][CH:3]=1.O(Br)[Br:33].[P+5].C([O-])(O)=O.[Na+].O.